From a dataset of Forward reaction prediction with 1.9M reactions from USPTO patents (1976-2016). Predict the product of the given reaction. (1) Given the reactants [OH:1][C:2]1[CH:3]=[C:4]([CH:7]=[CH:8][C:9]=1[O:10][CH3:11])[CH:5]=[O:6].[C:12]([O:16][C:17]([N:19]1[CH2:23][CH2:22][CH2:21][C@H:20]1[C:24](O)=[O:25])=[O:18])([CH3:15])([CH3:14])[CH3:13], predict the reaction product. The product is: [N:19]1([C:17]([O:16][C:12]([CH3:15])([CH3:14])[CH3:13])=[O:18])[CH2:23][CH2:22][CH2:21][C@H:20]1[C:24]([O:1][C:2]1[CH:3]=[C:4]([CH:5]=[O:6])[CH:7]=[CH:8][C:9]=1[O:10][CH3:11])=[O:25]. (2) Given the reactants [N:1]1[NH:2][N:3]=[N:4][C:5]=1[C:6]1[NH:7][C:8]2[C:13]([CH:14]=1)=[CH:12][CH:11]=[CH:10][CH:9]=2.[CH:15]([C:17]1[CH:22]=[CH:21][C:20](B(O)O)=[CH:19][CH:18]=1)=[O:16].C(N(CC)C(C)C)(C)C, predict the reaction product. The product is: [N:4]1[NH:3][N:2]=[N:1][C:5]=1[C:6]1[NH:7][C:8]2[C:13]([C:14]=1[C:20]1[CH:21]=[CH:22][C:17]([CH:15]=[O:16])=[CH:18][CH:19]=1)=[CH:12][CH:11]=[CH:10][CH:9]=2. (3) The product is: [Cl:29][C:27]1[CH:26]=[CH:25][C:24]([N:30]2[CH:34]=[N:33][N:32]=[N:31]2)=[C:23]([C:18]2[CH:17]=[C:16]3[N:21]([C@H:13]([C:11]4[NH:12][C:8]([C:5]5[CH:4]=[CH:3][C:2]([NH:1][C:39](=[O:40])[CH2:38][O:37][CH2:36][C:35]([OH:42])=[O:41])=[CH:7][CH:6]=5)=[CH:9][N:10]=4)[CH2:14][CH2:15]3)[C:20](=[O:22])[CH:19]=2)[CH:28]=1. Given the reactants [NH2:1][C:2]1[CH:7]=[CH:6][C:5]([C:8]2[NH:12][C:11]([C@H:13]3[N:21]4[C:16](=[CH:17][C:18]([C:23]5[CH:28]=[C:27]([Cl:29])[CH:26]=[CH:25][C:24]=5[N:30]5[CH:34]=[N:33][N:32]=[N:31]5)=[CH:19][C:20]4=[O:22])[CH2:15][CH2:14]3)=[N:10][CH:9]=2)=[CH:4][CH:3]=1.[C:35]1(=[O:42])[O:41][C:39](=[O:40])[CH2:38][O:37][CH2:36]1, predict the reaction product. (4) The product is: [Br:1][CH:2]([C:3]1[N:4]=[N:5][N:6]([C:8]2[CH:13]=[CH:12][CH:11]=[C:10]([Cl:14])[CH:9]=2)[N:7]=1)[CH3:16]. Given the reactants [Br:1][CH2:2][C:3]1[N:4]=[N:5][N:6]([C:8]2[CH:13]=[CH:12][CH:11]=[C:10]([Cl:14])[CH:9]=2)[N:7]=1.Cl[C:16]1C=C(N2N=NC(C(O)C)=N2)C=CC=1, predict the reaction product. (5) Given the reactants [CH2:1]([O:5][CH2:6][CH2:7][O:8][C:9]1[CH:14]=[CH:13][C:12]([C:15]2[CH:16]=[CH:17][C:18]3[NH:24][CH2:23][CH2:22][C:21]([C:25]([OH:27])=[O:26])=[CH:20][C:19]=3[CH:28]=2)=[CH:11][CH:10]=1)[CH2:2][CH2:3][CH3:4].[F:29][C:30]([F:41])([F:40])[C:31](O[C:31](=[O:32])[C:30]([F:41])([F:40])[F:29])=[O:32].C(=O)(O)[O-].[Na+].Cl, predict the reaction product. The product is: [CH2:1]([O:5][CH2:6][CH2:7][O:8][C:9]1[CH:10]=[CH:11][C:12]([C:15]2[CH:16]=[CH:17][C:18]3[N:24]([C:31](=[O:32])[C:30]([F:41])([F:40])[F:29])[CH2:23][CH2:22][C:21]([C:25]([OH:27])=[O:26])=[CH:20][C:19]=3[CH:28]=2)=[CH:13][CH:14]=1)[CH2:2][CH2:3][CH3:4]. (6) Given the reactants [NH2:1][C:2]1[N:3]=[CH:4][C:5]2[CH2:11][N:10]([C:12]3[CH:13]=[C:14]([CH:18]=[CH:19][CH:20]=3)[C:15](O)=[O:16])[CH2:9][CH2:8][C:6]=2[N:7]=1.C(N(CC)C(C)C)(C)C.CN(C(ON1N=NC2C=CC=CC1=2)=[N+](C)C)C.F[P-](F)(F)(F)(F)F.[NH2:54][C:55]1[CH:60]=[CH:59][CH:58]=[C:57]([CH3:61])[CH:56]=1, predict the reaction product. The product is: [NH2:1][C:2]1[N:3]=[CH:4][C:5]2[CH2:11][N:10]([C:12]3[CH:13]=[C:14]([CH:18]=[CH:19][CH:20]=3)[C:15]([NH:54][C:55]3[CH:56]=[C:57]([CH3:61])[CH:58]=[CH:59][CH:60]=3)=[O:16])[CH2:9][CH2:8][C:6]=2[N:7]=1. (7) Given the reactants C(Cl)(=O)C(Cl)=O.CS(C)=O.[F:11][C:12]1[C:13]([NH:29][C:30]2[CH:35]=[CH:34][C:33]([I:36])=[CH:32][C:31]=2[F:37])=[C:14]([C:19]([N:21]2[CH2:24][C:23]([CH2:26][CH2:27][OH:28])([OH:25])[CH2:22]2)=[O:20])[CH:15]=[CH:16][C:17]=1[F:18].C(N(CC)CC)C, predict the reaction product. The product is: [F:11][C:12]1[C:13]([NH:29][C:30]2[CH:35]=[CH:34][C:33]([I:36])=[CH:32][C:31]=2[F:37])=[C:14]([C:19]([N:21]2[CH2:24][C:23]([CH2:26][CH:27]=[O:28])([OH:25])[CH2:22]2)=[O:20])[CH:15]=[CH:16][C:17]=1[F:18]. (8) Given the reactants [Cl:1][C:2]1[CH:3]=[C:4]([C:8]2[N:13]=[CH:12][C:11]([CH2:14][OH:15])=[CH:10][N:9]=2)[CH:5]=[CH:6][CH:7]=1.[CH3:16]N(C=O)C.IC.[H-].[Na+], predict the reaction product. The product is: [Cl:1][C:2]1[CH:3]=[C:4]([C:8]2[N:9]=[CH:10][C:11]([CH2:14][O:15][CH3:16])=[CH:12][N:13]=2)[CH:5]=[CH:6][CH:7]=1. (9) Given the reactants [F:1][C:2]1[CH:7]=[CH:6][CH:5]=[CH:4][C:3]=1[O:8][C:9](=O)C(C)C.[Cl-].[Cl-].[Cl-].[Al+3].Cl.FC1[CH:21]=[C:22]([C:27](=[O:31])C(C)C)[CH:23]=CC=1O.C(=O)([O-])[O-].[K+].[K+].CI, predict the reaction product. The product is: [F:1][C:2]1[CH:7]=[C:6]([C:27](=[O:31])[CH:22]([CH3:23])[CH3:21])[CH:5]=[CH:4][C:3]=1[O:8][CH3:9].